From a dataset of Full USPTO retrosynthesis dataset with 1.9M reactions from patents (1976-2016). Predict the reactants needed to synthesize the given product. (1) Given the product [C:35]([C@@H:38]([NH:43][C:44]([C@@H:45]([NH:54][C:17](=[O:19])[C@H:16]([CH2:20][CH2:21][CH2:22][CH3:23])[CH2:15][C:13]([N:12]([CH2:11][C:4]1[CH:5]=[CH:6][C:7]([O:9][CH3:10])=[CH:8][C:3]=1[O:2][CH3:1])[O:24][CH2:25][C:26]1[CH:31]=[CH:30][C:29]([O:32][CH3:33])=[CH:28][CH:27]=1)=[O:14])[CH2:46][C:47]1[CH:52]=[CH:51][CH:50]=[C:49]([Br:53])[CH:48]=1)=[O:55])[CH2:39][CH:40]([CH3:41])[CH3:42])(=[O:37])[NH2:36], predict the reactants needed to synthesize it. The reactants are: [CH3:1][O:2][C:3]1[CH:8]=[C:7]([O:9][CH3:10])[CH:6]=[CH:5][C:4]=1[CH2:11][N:12]([O:24][CH2:25][C:26]1[CH:31]=[CH:30][C:29]([O:32][CH3:33])=[CH:28][CH:27]=1)[C:13]([CH2:15][C@@H:16]([CH2:20][CH2:21][CH2:22][CH3:23])[C:17]([OH:19])=O)=[O:14].[Na].[C:35]([C@@H:38]([NH:43][C:44](=[O:55])[C@@H:45]([NH2:54])[CH2:46][C:47]1[CH:52]=[CH:51][CH:50]=[C:49]([Br:53])[CH:48]=1)[CH2:39][CH:40]([CH3:42])[CH3:41])(=[O:37])[NH2:36].CCN=C=NCCCN(C)C.Cl.C1C=CC2N(O)N=NC=2C=1.CCN(C(C)C)C(C)C. (2) Given the product [I:27][C:24]1[CH:23]=[CH:22][C:21]([N:18]2[CH2:19][CH2:20][C:15]3[C:14]([C:29]([F:32])([F:30])[F:31])=[N:13][N:12]([C:5]4[CH:6]=[CH:7][C:8]([O:10][CH3:11])=[CH:9][C:4]=4[C:3]([NH:42][CH2:41][CH2:40][CH:36]4[CH2:37][CH2:38][CH2:39][N:35]4[CH3:34])=[O:2])[C:16]=3[C:17]2=[O:28])=[CH:26][CH:25]=1, predict the reactants needed to synthesize it. The reactants are: C[O:2][C:3](=O)[C:4]1[CH:9]=[C:8]([O:10][CH3:11])[CH:7]=[CH:6][C:5]=1[N:12]1[C:16]2[C:17](=[O:28])[N:18]([C:21]3[CH:26]=[CH:25][C:24]([I:27])=[CH:23][CH:22]=3)[CH2:19][CH2:20][C:15]=2[C:14]([C:29]([F:32])([F:31])[F:30])=[N:13]1.[CH3:34][N:35]1[CH2:39][CH2:38][CH2:37][CH:36]1[CH2:40][CH2:41][NH2:42].O. (3) Given the product [OH:7][C:3]1[C:2]([CH3:1])([C:8]2[CH:13]=[CH:12][C:11]([CH3:14])=[CH:10][CH:9]=2)[C:5](=[O:6])[C:4]=1[CH:15]([C:16]1[CH:21]=[CH:20][CH:19]=[CH:18][CH:17]=1)[C:30]1[NH:31][C:32]2[C:28]([C:29]=1[CH2:33][NH:34][C:35](=[O:37])[CH3:36])=[CH:27][CH:26]=[CH:25][C:24]=2[CH3:23], predict the reactants needed to synthesize it. The reactants are: [CH3:1][C:2]1([C:8]2[CH:13]=[CH:12][C:11]([CH3:14])=[CH:10][CH:9]=2)[C:5](=[O:6])[CH2:4][C:3]1=[O:7].[CH:15](=O)[C:16]1[CH:21]=[CH:20][CH:19]=[CH:18][CH:17]=1.[CH3:23][C:24]1[CH:25]=[CH:26][CH:27]=[C:28]2[C:32]=1[NH:31][CH:30]=[C:29]2[CH2:33][NH:34][C:35](=[O:37])[CH3:36]. (4) Given the product [Cl:2][C:3]1[CH:23]=[CH:22][C:6]([O:7][C:8]2[CH:21]=[CH:20][C:11]([O:12][CH2:13][C@@H:14]3[CH2:19][CH2:18][CH2:17][CH2:16][N:15]3[CH2:31][C:29]3[O:28][N:27]=[CH:26][N:30]=3)=[CH:10][CH:9]=2)=[CH:5][CH:4]=1, predict the reactants needed to synthesize it. The reactants are: Cl.[Cl:2][C:3]1[CH:23]=[CH:22][C:6]([O:7][C:8]2[CH:21]=[CH:20][C:11]([O:12][CH2:13][C@@H:14]3[CH2:19][CH2:18][CH2:17][CH2:16][NH:15]3)=[CH:10][CH:9]=2)=[CH:5][CH:4]=1.ClC[C:26]1[N:30]=[CH:29][O:28][N:27]=1.[C:31](=O)([O-])[O-].[K+].[K+].